Dataset: Catalyst prediction with 721,799 reactions and 888 catalyst types from USPTO. Task: Predict which catalyst facilitates the given reaction. Reactant: [C:1]([C:4]1[C:5]([CH3:19])=[N:6][N:7]([C:10]2[CH:11]=[C:12]([CH:16]=[CH:17][CH:18]=2)[C:13]([OH:15])=[O:14])[C:8]=1[OH:9])(=O)[CH3:2].[NH:20]([C:22]1[S:23][C:24]2[CH:30]=[CH:29][CH:28]=[CH:27][C:25]=2[N:26]=1)[NH2:21]. Product: [S:23]1[C:24]2[CH:30]=[CH:29][CH:28]=[CH:27][C:25]=2[N:26]=[C:22]1[NH:20][N:21]=[C:1]([C:4]1[C:5]([CH3:19])=[N:6][N:7]([C:10]2[CH:11]=[C:12]([CH:16]=[CH:17][CH:18]=2)[C:13]([OH:15])=[O:14])[C:8]=1[OH:9])[CH3:2]. The catalyst class is: 8.